Task: Predict the reactants needed to synthesize the given product.. Dataset: Full USPTO retrosynthesis dataset with 1.9M reactions from patents (1976-2016) (1) Given the product [O:25]=[C:24]1[O:26][C@H:21]([C@H:20]([CH2:19][OH:18])[OH:29])[C:22]([OH:28])=[C:23]1[OH:27], predict the reactants needed to synthesize it. The reactants are: CCCCCCCCCCCCCCCC([O:18][CH2:19][C@H:20]([OH:29])[C@H:21]1[O:26][C:24](=[O:25])[C:23]([OH:27])=[C:22]1[OH:28])=O.C([O-])(=O)CCCCCCCCCCCCCCCCC. (2) Given the product [CH:13]([C@H:12]1[CH2:11][O:10][C:9](=[O:16])[N:8]1[C:6]1[CH:5]=[CH:4][N:3]=[C:2]([NH:31][CH:29]([C:26]2[CH:27]=[CH:28][C:23]([N:17]3[CH2:22][CH2:21][CH2:20][CH2:19][CH2:18]3)=[CH:24][CH:25]=2)[CH3:30])[N:7]=1)([CH3:15])[CH3:14], predict the reactants needed to synthesize it. The reactants are: Cl[C:2]1[N:7]=[C:6]([N:8]2[C@@H:12]([CH:13]([CH3:15])[CH3:14])[CH2:11][O:10][C:9]2=[O:16])[CH:5]=[CH:4][N:3]=1.[N:17]1([C:23]2[CH:28]=[CH:27][C:26]([CH:29]([NH2:31])[CH3:30])=[CH:25][CH:24]=2)[CH2:22][CH2:21][CH2:20][CH2:19][CH2:18]1. (3) Given the product [Cl:31][C:30]1[CH:29]=[N:28][N:27]([CH3:32])[C:26]=1[C:14]1[CH:13]=[C:12]([NH:11][C:9]([NH:8][C:5]2[CH:6]=[CH:7][C:2]([Cl:1])=[CH:3][CH:4]=2)=[O:10])[CH:25]=[CH:24][C:15]=1[O:16][CH2:17][CH2:18][N:19]1[CH2:22][CH:21]([OH:23])[CH2:20]1, predict the reactants needed to synthesize it. The reactants are: [Cl:1][C:2]1[CH:7]=[CH:6][C:5]([N:8]=[C:9]=[O:10])=[CH:4][CH:3]=1.[NH2:11][C:12]1[CH:25]=[CH:24][C:15]([O:16][CH2:17][CH2:18][N:19]2[CH2:22][CH:21]([OH:23])[CH2:20]2)=[C:14]([C:26]2[N:27]([CH3:32])[N:28]=[CH:29][C:30]=2[Cl:31])[CH:13]=1. (4) Given the product [Br:1][C:2]1[CH:7]=[C:6]([C:8]([F:11])([F:9])[F:10])[CH:5]=[CH:4][C:3]=1[S:12]([C:15]([F:23])([F:22])[CH:16]1[CH2:17][CH2:18][NH:19][CH2:20][CH2:21]1)(=[O:14])=[O:13], predict the reactants needed to synthesize it. The reactants are: [Br:1][C:2]1[CH:7]=[C:6]([C:8]([F:11])([F:10])[F:9])[CH:5]=[CH:4][C:3]=1[S:12]([C:15]([F:23])([F:22])[C:16]1[CH:21]=[CH:20][N:19]=[CH:18][CH:17]=1)(=[O:14])=[O:13].FC(F)(F)C(O)=O.